From a dataset of Forward reaction prediction with 1.9M reactions from USPTO patents (1976-2016). Predict the product of the given reaction. (1) Given the reactants [CH2:1]([O:8][C:9]1[CH:10]=[C:11]([CH:15]=[CH:16][CH:17]=1)[C:12](O)=[O:13])[C:2]1[CH:7]=[CH:6][CH:5]=[CH:4][CH:3]=1.S(Cl)(Cl)=O.[NH2:22][C:23]1[CH:28]=[CH:27][CH:26]=[CH:25][C:24]=1[S:29]([NH2:32])(=[O:31])=[O:30].[C:33](=[O:36])([O-])[O-].[K+].[K+], predict the reaction product. The product is: [CH2:1]([O:8][C:9]1[CH:17]=[C:16]([CH:15]=[CH:11][CH:10]=1)[C:33]([NH:22][C:23]1[CH:28]=[CH:27][CH:26]=[CH:25][C:24]=1[S:29]([NH:32][C:12](=[O:13])[C:11]1[CH:15]=[CH:16][CH:17]=[C:9]([O:8][CH2:1][C:2]2[CH:7]=[CH:6][CH:5]=[CH:4][CH:3]=2)[CH:10]=1)(=[O:30])=[O:31])=[O:36])[C:2]1[CH:7]=[CH:6][CH:5]=[CH:4][CH:3]=1. (2) Given the reactants [OH:1][C:2]1[CH:10]=[CH:9][C:5]([C:6]([OH:8])=O)=[CH:4][C:3]=1[CH3:11].[C:12](=O)([O-])[O-].[K+].[K+].Br[CH2:19][CH3:20].CN(C)[CH:23]=[O:24], predict the reaction product. The product is: [CH2:19]([O:1][C:2]1[CH:10]=[CH:9][C:5]([C:6]([O:24][CH2:23][CH3:12])=[O:8])=[CH:4][C:3]=1[CH3:11])[CH3:20]. (3) Given the reactants [NH2:1][C@H:2]([CH3:22])[CH2:3][C:4]1[C:12]2[C:7](=[C:8]([O:13][CH2:14][C:15]([NH:17][S:18]([CH3:21])(=[O:20])=[O:19])=[O:16])[CH:9]=[CH:10][CH:11]=2)[NH:6][CH:5]=1.FC(F)(F)C([O-])=O.[N:30]1[CH:35]=[CH:34][CH:33]=[C:32]([C@@H:36]2[CH2:38][O:37]2)[CH:31]=1.CCN(C(C)C)C(C)C, predict the reaction product. The product is: [OH:37][C@H:36]([C:32]1[CH:31]=[N:30][CH:35]=[CH:34][CH:33]=1)[CH2:38][NH:1][C@H:2]([CH3:22])[CH2:3][C:4]1[C:12]2[C:7](=[C:8]([O:13][CH2:14][C:15]([NH:17][S:18]([CH3:21])(=[O:20])=[O:19])=[O:16])[CH:9]=[CH:10][CH:11]=2)[NH:6][CH:5]=1. (4) Given the reactants C(OC([NH:8][C:9]1[CH:14]=[CH:13][C:12]([CH2:15][C:16]([N:18]([CH3:35])[C@@H:19]([C:26]2[CH:31]=[CH:30][CH:29]=[C:28]([N+:32]([O-:34])=[O:33])[CH:27]=2)[CH2:20][N:21]2[CH2:25][CH2:24][CH2:23][CH2:22]2)=[O:17])=[CH:11][CH:10]=1)=O)CCC.[ClH:36].[OH-].[Na+], predict the reaction product. The product is: [NH2:8][C:9]1[CH:14]=[CH:13][C:12]([CH2:15][C:16]([N:18]([CH3:35])[C@@H:19]([C:26]2[CH:31]=[CH:30][CH:29]=[C:28]([N+:32]([O-:34])=[O:33])[CH:27]=2)[CH2:20][N:21]2[CH2:25][CH2:24][CH2:23][CH2:22]2)=[O:17])=[CH:11][CH:10]=1.[ClH:36]. (5) Given the reactants [C:1]1(=[O:11])[NH:5][C:4](=[O:6])[C:3]2=[CH:7][CH:8]=[CH:9][CH:10]=[C:2]12.[K].Br[CH2:14][CH:15]([O:19][CH2:20][CH3:21])[O:16][CH2:17][CH3:18], predict the reaction product. The product is: [CH2:17]([O:16][CH:15]([O:19][CH2:20][CH3:21])[CH2:14][N:5]1[C:1](=[O:11])[C:2]2[C:3](=[CH:7][CH:8]=[CH:9][CH:10]=2)[C:4]1=[O:6])[CH3:18]. (6) Given the reactants [Cl:1][C:2]1[C:3]([F:20])=[C:4]([C@@H:14]2[CH2:18][NH:17][C:16](=[O:19])[CH2:15]2)[C:5]([O:11][CH2:12][CH3:13])=[C:6]([CH:8]([OH:10])[CH3:9])[CH:7]=1.N1CCCC1=O.ClC1C(F)=C([C@@H]2CNC(=O)C2)C(OCC)=C([C@H](O)C)C=1.CC(OI1(OC(C)=O)(OC(C)=O)OC(=O)C2C=CC=CC1=2)=O.S([O-])([O-])=O.[Na+].[Na+].[OH-].[Na+], predict the reaction product. The product is: [C:8]([C:6]1[C:5]([O:11][CH2:12][CH3:13])=[C:4]([C@@H:14]2[CH2:18][NH:17][C:16](=[O:19])[CH2:15]2)[C:3]([F:20])=[C:2]([Cl:1])[CH:7]=1)(=[O:10])[CH3:9]. (7) Given the reactants FC(F)(F)C(O)=O.[Cl:8][C:9]1[CH:10]=[C:11]([C@H:16]2[C:25]3[C:20](=[CH:21][C:22]([NH:26][S:27]([C:30]4[N:31]=[CH:32][N:33]([CH3:35])[CH:34]=4)(=[O:29])=[O:28])=[CH:23][CH:24]=3)[C@@H:19]([N:36](C)[C:37](=O)OC(C)(C)C)[CH2:18][CH2:17]2)[CH:12]=[CH:13][C:14]=1[Cl:15], predict the reaction product. The product is: [Cl:8][C:9]1[CH:10]=[C:11]([C@@H:16]2[CH2:17][CH2:18][C@H:19]([NH:36][CH3:37])[C:20]3[CH:21]=[C:22]([NH:26][S:27]([C:30]4[N:31]=[CH:32][N:33]([CH3:35])[CH:34]=4)(=[O:28])=[O:29])[CH:23]=[CH:24][C:25]2=3)[CH:12]=[CH:13][C:14]=1[Cl:15]. (8) The product is: [Br:21][CH2:22][CH2:23][CH2:24][C:25]([O:20][CH:10]([CH2:9][CH2:8][CH2:7][CH2:6][CH2:5][CH2:4][CH2:3][CH:2]=[CH2:1])[CH2:11][CH2:12][CH2:13][CH2:14][CH2:15][CH2:16][CH2:17][CH:18]=[CH2:19])=[O:26]. Given the reactants [CH2:1]=[CH:2][CH2:3][CH2:4][CH2:5][CH2:6][CH2:7][CH2:8][CH2:9][CH:10]([OH:20])[CH2:11][CH2:12][CH2:13][CH2:14][CH2:15][CH2:16][CH2:17][CH:18]=[CH2:19].[Br:21][CH2:22][CH2:23][CH2:24][C:25](Cl)=[O:26].C(OCC)(=O)C, predict the reaction product. (9) Given the reactants [CH3:1][C:2]1[C:7]([CH2:8][C:9]([OH:11])=[O:10])=[CH:6][CH:5]=[C:4]([C:12]2[CH:17]=[CH:16][C:15]([C:18]([F:21])([F:20])[F:19])=[CH:14][CH:13]=2)[N:3]=1.S(Cl)(Cl)=O.[CH3:26]O, predict the reaction product. The product is: [CH3:26][O:10][C:9](=[O:11])[CH2:8][C:7]1[C:2]([CH3:1])=[N:3][C:4]([C:12]2[CH:17]=[CH:16][C:15]([C:18]([F:19])([F:21])[F:20])=[CH:14][CH:13]=2)=[CH:5][CH:6]=1. (10) Given the reactants Cl[C:2]1[C:7]([C:8]([O:10][CH2:11][CH3:12])=[O:9])=[CH:6][N:5]=[C:4]([Cl:13])[CH:3]=1.[Br:14][C:15]1[CH:21]=[CH:20][C:18]([NH2:19])=[C:17]([CH3:22])[CH:16]=1.[Li+].C[Si]([N-][Si](C)(C)C)(C)C, predict the reaction product. The product is: [CH2:11]([O:10][C:8](=[O:9])[C:7]1[C:2]([NH:19][C:18]2[CH:20]=[CH:21][C:15]([Br:14])=[CH:16][C:17]=2[CH3:22])=[CH:3][C:4]([Cl:13])=[N:5][CH:6]=1)[CH3:12].